From a dataset of Forward reaction prediction with 1.9M reactions from USPTO patents (1976-2016). Predict the product of the given reaction. (1) Given the reactants [CH3:1][C@@H:2]([C@@H:8]1[C@@:12]2([CH3:28])[CH2:13][CH2:14][C@@H:15]3[C@@:20]4([CH3:26])[CH2:21][CH2:22][C@@H:23]([OH:25])[CH2:24][C@H:19]4[CH2:18][C@@H:17]([OH:27])[C@H:16]3[C@@H:11]2[CH2:10][CH2:9]1)[CH2:3][CH2:4][C:5]([OH:7])=[O:6].[C:29]([O:40][CH2:41][CH2:42][CH3:43])(=[O:39])[C:30]1[CH:38]=[C:36]([OH:37])[C:34]([OH:35])=[C:32]([OH:33])[CH:31]=1.O, predict the reaction product. The product is: [CH3:1][C@@H:2]([C@@H:8]1[C@@:12]2([CH3:28])[CH2:13][CH2:14][C@@H:15]3[C@@:20]4([CH3:26])[CH2:21][CH2:22][C@@H:23]([OH:25])[CH2:24][C@H:19]4[CH2:18][C@@H:17]([OH:27])[C@H:16]3[C@@H:11]2[CH2:10][CH2:9]1)[CH2:3][CH2:4][C:5]([OH:7])=[O:6].[C:29]([O:40][CH2:41][CH2:42][CH3:43])(=[O:39])[C:30]1[CH:31]=[C:32]([OH:33])[C:34]([OH:35])=[C:36]([OH:37])[CH:38]=1. (2) Given the reactants [Cl:1][C:2]1[CH:7]=[CH:6][C:5]([C@@H:8]2[CH2:12][NH:11][CH2:10][C@H:9]2[C:13]([O:15][CH3:16])=[O:14])=[CH:4][CH:3]=1.CCN(C(C)C)C(C)C.Cl[C:27]1[N:28]=[N:29][C:30]([CH3:33])=[CH:31][CH:32]=1, predict the reaction product. The product is: [Cl:1][C:2]1[CH:7]=[CH:6][C:5]([C@@H:8]2[CH2:12][N:11]([C:27]3[N:28]=[N:29][C:30]([CH3:33])=[CH:31][CH:32]=3)[CH2:10][C@H:9]2[C:13]([O:15][CH3:16])=[O:14])=[CH:4][CH:3]=1. (3) Given the reactants [CH3:1][O:2][CH2:3][CH2:4][NH2:5].[CH2:6]([O:8][C:9](=[O:20])[C:10]1[CH:15]=[CH:14][C:13](F)=[C:12]([N+:17]([O-:19])=[O:18])[CH:11]=1)[CH3:7].C([O-])([O-])=O.[K+].[K+], predict the reaction product. The product is: [CH2:6]([O:8][C:9](=[O:20])[C:10]1[CH:15]=[CH:14][C:13]([NH:5][CH2:4][CH2:3][O:2][CH3:1])=[C:12]([N+:17]([O-:19])=[O:18])[CH:11]=1)[CH3:7]. (4) Given the reactants [Cl:1][C:2]1[CH:7]=[CH:6][C:5]([NH:8][C:9]([CH:11]2[S:16][CH2:15][CH2:14][NH:13][CH2:12]2)=[O:10])=[CH:4][CH:3]=1.[O:17]1[CH:21]=[CH:20][CH:19]=[C:18]1[C:22]1[CH:23]=[C:24]([CH:28]=[CH:29][CH:30]=1)[C:25](O)=[O:26].Cl.CN(C)CCCN=C=NCC.C(N(CC)C(C)C)(C)C, predict the reaction product. The product is: [Cl:1][C:2]1[CH:3]=[CH:4][C:5]([NH:8][C:9]([CH:11]2[S:16][CH2:15][CH2:14][N:13]([C:25](=[O:26])[C:24]3[CH:28]=[CH:29][CH:30]=[C:22]([C:18]4[O:17][CH:21]=[CH:20][CH:19]=4)[CH:23]=3)[CH2:12]2)=[O:10])=[CH:6][CH:7]=1. (5) Given the reactants [CH2:1]([N:5]([C:17]1[N:22]=[C:21]([N:23]([CH:28]2[CH2:33][C:32]([CH3:35])([CH3:34])[N:31]([OH:36])[C:30]([CH3:38])([CH3:37])[CH2:29]2)[CH2:24][CH2:25][CH2:26][CH3:27])[N:20]=[C:19]([N:39]([CH2:48][CH:49]([CH2:54][CH3:55])[CH2:50][CH2:51][CH2:52][CH3:53])[CH2:40][CH:41]([CH2:46][CH3:47])[CH2:42][CH2:43][CH2:44][CH3:45])[N:18]=1)[CH:6]1[CH2:11][C:10]([CH3:13])([CH3:12])[N:9]([OH:14])[C:8]([CH3:16])([CH3:15])[CH2:7]1)[CH2:2][CH2:3][CH3:4].N(O[C:59]([CH3:62])([CH3:61])C)=O.[Br:63][C:64]1[CH:70]=[C:69]([Br:71])[CH:68]=[CH:67][C:65]=1N, predict the reaction product. The product is: [CH2:24]([N:23]([C:21]1[N:22]=[C:17]([N:5]([CH:6]2[CH2:11][C:10]([CH3:13])([CH3:12])[N:9]([O:14][C:61]3[CH:59]=[CH:62][C:64]([Br:63])=[CH:70][C:69]=3[Br:71])[C:8]([CH3:15])([CH3:16])[CH2:7]2)[CH2:1][CH2:2][CH2:3][CH3:4])[N:18]=[C:19]([N:39]([CH2:48][CH:49]([CH2:54][CH3:55])[CH2:50][CH2:51][CH2:52][CH3:53])[CH2:40][CH:41]([CH2:46][CH3:47])[CH2:42][CH2:43][CH2:44][CH3:45])[N:20]=1)[CH:28]1[CH2:29][C:30]([CH3:37])([CH3:38])[N:31]([O:36][C:68]2[CH:67]=[CH:65][C:64]([Br:63])=[CH:70][C:69]=2[Br:71])[C:32]([CH3:34])([CH3:35])[CH2:33]1)[CH2:25][CH2:26][CH3:27]. (6) The product is: [O:1]1[CH2:2][CH2:3][CH:4]([NH:7][C:8]2[N:9]=[CH:10][C:11]3[CH:16]=[C:15]([CH2:17][C:19]4[CH:24]=[CH:23][CH:22]=[CH:21][C:20]=4[F:25])[S:14][C:12]=3[N:13]=2)[CH2:5][CH2:6]1. Given the reactants [O:1]1[CH2:6][CH2:5][CH:4]([NH:7][C:8]2[N:9]=[CH:10][C:11]3[CH:16]=[C:15]([CH:17]([C:19]4[CH:24]=[CH:23][CH:22]=[CH:21][C:20]=4[F:25])O)[S:14][C:12]=3[N:13]=2)[CH2:3][CH2:2]1.C([SiH](CC)CC)C.FC(F)(F)C(O)=O, predict the reaction product. (7) Given the reactants [C:1]([O:5][C:6](=[O:27])[NH:7][CH:8]1[CH2:12][CH2:11][N:10]([C:13]2[C:22]3[C:17](=[CH:18][C:19]([O:25][CH3:26])=[C:20]([O:23][CH3:24])[CH:21]=3)[N:16]=[CH:15][N:14]=2)[CH2:9]1)([CH3:4])([CH3:3])[CH3:2].CS(C)=O.C(O)(C(F)(F)F)=O.[N+](C1C=CC(OC(=O)[NH:50][C:51]2[CH:56]=[CH:55][C:54]([CH:57]3[CH2:62][CH2:61][CH2:60][CH2:59][CH2:58]3)=[CH:53][CH:52]=2)=CC=1)([O-])=O, predict the reaction product. The product is: [CH:57]1([C:54]2[CH:53]=[CH:52][C:51]([NH:50][C:6]([NH:7][CH:8]3[CH2:12][CH2:11][N:10]([C:13]4[C:22]5[C:17](=[CH:18][C:19]([O:25][CH3:26])=[C:20]([O:23][CH3:24])[CH:21]=5)[N:16]=[CH:15][N:14]=4)[CH2:9]3)=[O:27])=[CH:56][CH:55]=2)[CH2:58][CH2:59][CH2:60][CH2:61][CH2:62]1.[C:1]([O:5][C:6](=[O:27])[NH:7][CH:8]1[CH2:12][CH2:11][N:10]([C:13]2[C:22]3[C:17](=[CH:18][C:19]([O:25][CH3:26])=[C:20]([O:23][CH3:24])[CH:21]=3)[N:16]=[CH:15][N:14]=2)[CH2:9]1)([CH3:4])([CH3:3])[CH3:2]. (8) Given the reactants Cl[C:2]1[N:7]=[C:6]2[CH2:8][CH2:9][CH2:10][C:5]2=[C:4]([Cl:11])[CH:3]=1.[C:12]1(B(O)O)[CH2:17][CH2:16][CH2:15][CH2:14][CH:13]=1, predict the reaction product. The product is: [Cl:11][C:4]1[CH:3]=[C:2]([C:12]2[CH2:17][CH2:16][CH2:15][CH2:14][CH:13]=2)[N:7]=[C:6]2[CH2:8][CH2:9][CH2:10][C:5]=12. (9) Given the reactants C([O:8][C:9]1[CH:23]=[CH:22][C:12]([O:13][CH:14]2[CH:19]3[CH2:20][CH2:21][N:16]([CH2:17][CH2:18]3)[CH2:15]2)=[CH:11][CH:10]=1)C1C=CC=CC=1, predict the reaction product. The product is: [N:16]12[CH2:17][CH2:18][CH:19]([CH2:20][CH2:21]1)[CH:14]([O:13][C:12]1[CH:22]=[CH:23][C:9]([OH:8])=[CH:10][CH:11]=1)[CH2:15]2. (10) Given the reactants Cl.[CH2:2]([NH:4][C@@H:5]([CH2:17][C:18]1[CH:23]=[CH:22][CH:21]=[CH:20][CH:19]=1)[CH2:6][CH2:7][NH:8][C:9]([C:11]1[CH:16]=[CH:15][CH:14]=[CH:13][N:12]=1)=[O:10])[CH3:3].[F:24][C:25]([F:40])([F:39])[C:26]1[CH:27]=[C:28]([CH:32]=[C:33]([C:35]([F:38])([F:37])[F:36])[CH:34]=1)[C:29](Cl)=[O:30].C(=O)([O-])[O-].[K+].[K+], predict the reaction product. The product is: [F:24][C:25]([F:40])([F:39])[C:26]1[CH:27]=[C:28]([CH:32]=[C:33]([C:35]([F:38])([F:37])[F:36])[CH:34]=1)[C:29]([N:4]([CH2:2][CH3:3])[C@@H:5]([CH2:17][C:18]1[CH:19]=[CH:20][CH:21]=[CH:22][CH:23]=1)[CH2:6][CH2:7][NH:8][C:9]([C:11]1[CH:16]=[CH:15][CH:14]=[CH:13][N:12]=1)=[O:10])=[O:30].